Dataset: Full USPTO retrosynthesis dataset with 1.9M reactions from patents (1976-2016). Task: Predict the reactants needed to synthesize the given product. (1) The reactants are: N#N.[Cl:3][C:4]1[CH:9]=[C:8](I)[CH:7]=[CH:6][N:5]=1.[N+:11]([C:14]1[CH:15]=[C:16]([CH:18]=[CH:19][CH:20]=1)[NH2:17])([O-:13])=[O:12].C1C=CC(P(C2C(C3C(P(C4C=CC=CC=4)C4C=CC=CC=4)=CC=C4C=3C=CC=C4)=C3C(C=CC=C3)=CC=2)C2C=CC=CC=2)=CC=1.C([O-])([O-])=O.[Cs+].[Cs+]. Given the product [Cl:3][C:4]1[CH:9]=[C:8]([NH:17][C:16]2[CH:18]=[CH:19][CH:20]=[C:14]([N+:11]([O-:13])=[O:12])[CH:15]=2)[CH:7]=[CH:6][N:5]=1, predict the reactants needed to synthesize it. (2) Given the product [CH2:26]([O:25][C:22](=[O:24])/[CH:23]=[C:16](\[CH3:17])/[CH2:15][C:14]([NH:13][C:12]([O:11][C:7]([CH3:10])([CH3:9])[CH3:8])=[O:21])([CH3:19])[CH3:20])[CH3:27], predict the reactants needed to synthesize it. The reactants are: CC(C)([O-])C.[K+].[C:7]([O:11][C:12](=[O:21])[NH:13][C:14]([CH3:20])([CH3:19])[CH2:15][C:16](=O)[CH3:17])([CH3:10])([CH3:9])[CH3:8].[C:22]([O:25][CH2:26][CH3:27])(=[O:24])[CH3:23].Cl. (3) The reactants are: FC(F)(F)S(OC)(=O)=O.[CH3:10][C:11]1[S:20][C:19]2[NH:18][C:17]3[CH:21]=[CH:22][CH:23]=[CH:24][C:16]=3[NH:15][C:14](=S)[C:13]=2[CH:12]=1.[S:26]1[CH:30]=[CH:29][C:28]([CH2:31][CH2:32][C@H:33]2[CH2:38][NH:37][CH2:36][CH2:35][NH:34]2)=[CH:27]1.S1C=CC=C1CC[C@H]1CNCCN1. Given the product [CH3:10][C:11]1[S:20][C:19]2[NH:18][C:17]3[CH:21]=[CH:22][CH:23]=[CH:24][C:16]=3[N:15]=[C:14]([N:37]3[CH2:36][CH2:35][NH:34][C@@H:33]([CH2:32][CH2:31][C:28]4[CH:29]=[CH:30][S:26][CH:27]=4)[CH2:38]3)[C:13]=2[CH:12]=1, predict the reactants needed to synthesize it. (4) Given the product [CH2:17]([N:10]1[C:11]2[C:16](=[CH:15][CH:14]=[CH:13][CH:12]=2)[C:8]2([C:5]3[CH:6]=[CH:7][C:2]([C:27]4[CH:26]=[N:25][CH:30]=[CH:29][CH:28]=4)=[CH:3][C:4]=3[O:24][CH2:23]2)[C:9]1=[O:22])[CH2:18][CH2:19][CH2:20][CH3:21], predict the reactants needed to synthesize it. The reactants are: Br[C:2]1[CH:7]=[CH:6][C:5]2[C:8]3([CH2:23][O:24][C:4]=2[CH:3]=1)[C:16]1[C:11](=[CH:12][CH:13]=[CH:14][CH:15]=1)[N:10]([CH2:17][CH2:18][CH2:19][CH2:20][CH3:21])[C:9]3=[O:22].[N:25]1[CH:30]=[CH:29][CH:28]=[C:27](B(O)O)[CH:26]=1.C(=O)([O-])[O-].[Na+].[Na+]. (5) Given the product [CH3:11][C:1]12[C:8]([CH3:10])([CH3:9])[CH:5]([CH2:6][CH2:7]1)[CH2:4][C:2]2([CH2:14][CH:13]=[CH2:12])[SH:3], predict the reactants needed to synthesize it. The reactants are: [C@:1]12([CH3:11])[C:8]([CH3:10])([CH3:9])[CH:5]([CH2:6][CH2:7]1)[CH2:4][C:2]2=[S:3].[CH2:12]([Mg]Br)[CH:13]=[CH2:14].Cl.